This data is from Forward reaction prediction with 1.9M reactions from USPTO patents (1976-2016). The task is: Predict the product of the given reaction. (1) Given the reactants [CH:1]([C:4]1[C:9]([N+:10]([O-:12])=[O:11])=[C:8]([CH:13]([CH3:15])[CH3:14])[CH:7]=[C:6]([CH:16]([CH3:18])[CH3:17])[C:5]=1[S:19]([OH:22])(=[O:21])=[O:20])([CH3:3])[CH3:2].C(#N)C.[Ag:26]=O, predict the reaction product. The product is: [CH:1]([C:4]1[C:9]([N+:10]([O-:12])=[O:11])=[C:8]([CH:13]([CH3:14])[CH3:15])[CH:7]=[C:6]([CH:16]([CH3:18])[CH3:17])[C:5]=1[S:19]([O-:22])(=[O:21])=[O:20])([CH3:2])[CH3:3].[Ag+:26]. (2) The product is: [CH3:1][O:2][C:3](=[O:12])[CH:4]([NH:11][C:26]([C:23]1[CH:22]=[CH:21][C:20]([C:15]2[CH:16]=[CH:17][CH:18]=[CH:19][C:14]=2[Cl:13])=[CH:25][CH:24]=1)=[O:27])[CH2:5][C:6]1[S:7][CH:8]=[CH:9][N:10]=1. Given the reactants [CH3:1][O:2][C:3](=[O:12])[CH:4]([NH2:11])[CH2:5][C:6]1[S:7][CH:8]=[CH:9][N:10]=1.[Cl:13][C:14]1[CH:19]=[CH:18][CH:17]=[CH:16][C:15]=1[C:20]1[CH:25]=[CH:24][C:23]([C:26](O)=[O:27])=[CH:22][CH:21]=1.C1C=CC2N(O)N=NC=2C=1.C(Cl)CCl.CN1CCOCC1, predict the reaction product.